This data is from Forward reaction prediction with 1.9M reactions from USPTO patents (1976-2016). The task is: Predict the product of the given reaction. (1) Given the reactants [N+:1]([C:4]1[CH:12]=[CH:11][C:7]([C:8](Cl)=[O:9])=[CH:6][CH:5]=1)([O-:3])=[O:2].[Cl-].[Cl-].[Cl-].[Al+3].[Cl:17][C:18]1[CH:19]=[C:20]([C:24]2[C:29]([F:30])=[CH:28][CH:27]=[CH:26][C:25]=2[O:31][CH3:32])[CH:21]=[CH:22][CH:23]=1, predict the reaction product. The product is: [Cl:17][C:18]1[CH:19]=[C:20]([C:24]2[C:25]([O:31][CH3:32])=[CH:26][CH:27]=[C:28]([C:8]([C:7]3[CH:11]=[CH:12][C:4]([N+:1]([O-:3])=[O:2])=[CH:5][CH:6]=3)=[O:9])[C:29]=2[F:30])[CH:21]=[CH:22][CH:23]=1. (2) Given the reactants F[C:2]1[CH:3]=[C:4]([CH:7]=[CH:8][CH:9]=1)[C:5]#[N:6].[CH3:10][O:11][C:12]1[CH:13]=[C:14]([OH:18])[CH:15]=[CH:16][CH:17]=1.C(=O)([O-])[O-].[Cs+].[Cs+].CN(C=O)C, predict the reaction product. The product is: [CH3:10][O:11][C:12]1[CH:13]=[C:14]([O:18][C:2]2[CH:3]=[C:4]([CH:7]=[CH:8][CH:9]=2)[C:5]#[N:6])[CH:15]=[CH:16][CH:17]=1. (3) Given the reactants [Cl:1][C:2]1[CH:7]=[CH:6][CH:5]=[CH:4][C:3]=1[N:8]1[C:12]([C:13](O)=[O:14])=[CH:11][C:10]([C:16]([F:19])([F:18])[F:17])=[N:9]1.S(Cl)([Cl:22])=O, predict the reaction product. The product is: [Cl:1][C:2]1[CH:7]=[CH:6][CH:5]=[CH:4][C:3]=1[N:8]1[C:12]([C:13]([Cl:22])=[O:14])=[CH:11][C:10]([C:16]([F:19])([F:18])[F:17])=[N:9]1.